From a dataset of Reaction yield outcomes from USPTO patents with 853,638 reactions. Predict the reaction yield, written as a fraction of the theoretical maximum amount of product (1.0 means a 100% yield; for example, 0.34 means a 34% yield). (1) The reactants are F[C:2]1[CH:7]=[CH:6][CH:5]=[C:4]([F:8])[C:3]=1[N:9]=[C:10]1[NH:14][C:13](=[O:15])[CH2:12][S:11]1.[CH3:16][C:17]1[O:18][C:19]2[CH:25]=[C:24]([CH:26]=O)[CH:23]=[CH:22][C:20]=2[N:21]=1.N1CCCCC1.C(OCC)C. The catalyst is C(O)C. The product is [F:8][C:4]1[CH:5]=[CH:6][CH:7]=[CH:2][C:3]=1[N:9]=[C:10]1[NH:14][C:13](=[O:15])[C:12](=[CH:26][C:24]2[CH:23]=[CH:22][C:20]3[N:21]=[C:17]([CH3:16])[O:18][C:19]=3[CH:25]=2)[S:11]1. The yield is 0.330. (2) The reactants are [OH:1][C:2]1[CH:3]=[CH:4][C:5]2[N:6]([N:8]=[C:9]([NH:11][C:12]([CH:14]3[CH2:16][CH2:15]3)=[O:13])[N:10]=2)[CH:7]=1.F[C:18]1[CH:23]=[CH:22][C:21]([N+:24]([O-:26])=[O:25])=[CH:20][C:19]=1[F:27].C(=O)([O-])[O-].[Cs+].[Cs+]. The catalyst is CS(C)=O. The product is [F:27][C:19]1[CH:20]=[C:21]([N+:24]([O-:26])=[O:25])[CH:22]=[CH:23][C:18]=1[O:1][C:2]1[CH:3]=[CH:4][C:5]2[N:6]([N:8]=[C:9]([NH:11][C:12]([CH:14]3[CH2:15][CH2:16]3)=[O:13])[N:10]=2)[CH:7]=1. The yield is 0.460. (3) The reactants are [C:1](#N)[C:2]1[C:3](=[CH:5][CH:6]=[CH:7][CH:8]=1)[NH2:4].[Mg].[CH2:11]([Mg]Br)[CH:12]([CH3:14])[CH3:13].Cl.[O:18]1CCCC1. The catalyst is C(OCC)C.O. The product is [NH2:4][C:3]1[CH:5]=[CH:6][CH:7]=[CH:8][C:2]=1[C:1](=[O:18])[CH2:11][CH:12]([CH3:14])[CH3:13]. The yield is 0.250. (4) The reactants are [Br:1][C:2]1[CH:10]=[C:6]([C:7]([OH:9])=O)[C:5]([OH:11])=[CH:4][CH:3]=1.[CH3:12][O:13][C:14]1[CH:20]=[CH:19][C:18]([C:21]([F:24])([F:23])[F:22])=[CH:17][C:15]=1[NH2:16]. No catalyst specified. The product is [Br:1][C:2]1[CH:3]=[CH:4][C:5]([OH:11])=[C:6]([CH:10]=1)[C:7]([NH:16][C:15]1[CH:17]=[C:18]([C:21]([F:23])([F:24])[F:22])[CH:19]=[CH:20][C:14]=1[O:13][CH3:12])=[O:9]. The yield is 0.713. (5) The reactants are [F:1][C:2]1[CH:7]=[C:6]([I:8])[CH:5]=[CH:4][C:3]=1[NH:9][C:10]1[C:18]2[S:17][N:16]=[CH:15][C:14]=2[CH:13]=[CH:12][C:11]=1[C:19]([OH:21])=O.C(N(C(C)C)CC)(C)C.[CH:31]([O:33][CH2:34][CH2:35][O:36][NH2:37])=[CH2:32].CCN=C=NCCCN(C)C.C1C=CC2N(O)N=NC=2C=1. The catalyst is CN(C=O)C.C(OCC)(=O)C. The product is [CH:31]([O:33][CH2:34][CH2:35][O:36][NH:37][C:19]([C:11]1[CH:12]=[CH:13][C:14]2[CH:15]=[N:16][S:17][C:18]=2[C:10]=1[NH:9][C:3]1[CH:4]=[CH:5][C:6]([I:8])=[CH:7][C:2]=1[F:1])=[O:21])=[CH2:32]. The yield is 0.490. (6) The reactants are [CH:1]1([C:5]2[C:14]([C:15](=O)[CH2:16][C:17](=O)[CH2:18][CH3:19])=[CH:13][C:8]([C:9]([O:11][CH3:12])=[O:10])=[C:7]([CH3:22])[CH:6]=2)[CH2:4][CH2:3][CH2:2]1.[NH2:23][NH2:24].O. The catalyst is CO. The product is [CH:1]1([C:5]2[C:14]([C:15]3[CH:16]=[C:17]([CH2:18][CH3:19])[NH:24][N:23]=3)=[CH:13][C:8]([C:9]([O:11][CH3:12])=[O:10])=[C:7]([CH3:22])[CH:6]=2)[CH2:4][CH2:3][CH2:2]1. The yield is 0.640. (7) The reactants are [CH3:1][O:2][C:3]1(C2C=C(CBr)C=CC=2)[CH2:8][CH2:7][O:6][CH2:5][CH2:4]1.C(OC)(=O)C[SH:19].[CH2:23]1[CH2:33][CH2:32]N2[C:26](=NCCC2)[CH2:25][CH2:24]1.[CH2:34]1[CH2:38][O:37][CH2:36][CH2:35]1. The catalyst is C(OCC)(=O)C. The product is [CH3:1][O:2][C:3]1([C:33]2[CH:32]=[C:26]([CH:35]([CH3:34])[C:36]([O:37][CH3:38])=[S:19])[CH:25]=[CH:24][CH:23]=2)[CH2:4][CH2:5][O:6][CH2:7][CH2:8]1. The yield is 0.720.